Dataset: Reaction yield outcomes from USPTO patents with 853,638 reactions. Task: Predict the reaction yield, written as a fraction of the theoretical maximum amount of product (1.0 means a 100% yield; for example, 0.34 means a 34% yield). The reactants are Br[C:2]1[CH:9]=[C:8]([C:10]2([CH3:15])[O:14][CH2:13][CH2:12][O:11]2)[CH:7]=[CH:6][C:3]=1[C:4]#[N:5].[O:16]1[CH2:21][CH2:20][CH:19]([O:22][CH2:23][CH2:24][O:25][C:26]2[CH:31]=[CH:30][C:29]([NH2:32])=[CH:28][CH:27]=2)[CH2:18][CH2:17]1. No catalyst specified. The product is [CH3:15][C:10]1([C:8]2[CH:7]=[CH:6][C:3]([C:4]#[N:5])=[C:2]([NH:32][C:29]3[CH:30]=[CH:31][C:26]([O:25][CH2:24][CH2:23][O:22][CH:19]4[CH2:20][CH2:21][O:16][CH2:17][CH2:18]4)=[CH:27][CH:28]=3)[CH:9]=2)[O:14][CH2:13][CH2:12][O:11]1. The yield is 0.390.